From a dataset of Catalyst prediction with 721,799 reactions and 888 catalyst types from USPTO. Predict which catalyst facilitates the given reaction. (1) Reactant: [OH:1][CH:2]([C:11]1[CH:16]=[CH:15][C:14]([C:17]2[N:21]=[C:20]([C:22]3[O:26][N:25]=[C:24]([C:27]4[CH:32]=[CH:31][CH:30]=[CH:29][CH:28]=4)[C:23]=3[C:33]([F:36])([F:35])[F:34])[O:19][N:18]=2)=[CH:13][CH:12]=1)[C:3]([NH:5][CH2:6][CH2:7][C:8]([OH:10])=O)=[O:4].C[N:38]1[CH2:43][CH2:42][O:41][CH2:40][CH2:39]1.CN(C(ON1N=NC2C=CC=NC1=2)=[N+](C)C)C.F[P-](F)(F)(F)(F)F. Product: [OH:1][CH:2]([C:11]1[CH:12]=[CH:13][C:14]([C:17]2[N:21]=[C:20]([C:22]3[O:26][N:25]=[C:24]([C:27]4[CH:32]=[CH:31][CH:30]=[CH:29][CH:28]=4)[C:23]=3[C:33]([F:35])([F:34])[F:36])[O:19][N:18]=2)=[CH:15][CH:16]=1)[C:3]([NH:5][CH2:6][CH2:7][C:8]([N:38]1[CH2:43][CH:42]([O:41][CH3:40])[CH2:39]1)=[O:10])=[O:4]. The catalyst class is: 3. (2) Reactant: [Br:1]N1C(=O)CCC1=O.[CH3:9][O:10][C:11]1[CH:12]=[C:13]2[C:18](=[CH:19][CH:20]=1)[N:17]=[CH:16][CH:15]=[C:14]2[CH3:21].O.[OH-].[Na+]. Product: [Br:1][C:12]1[C:11]([O:10][CH3:9])=[CH:20][CH:19]=[C:18]2[C:13]=1[C:14]([CH3:21])=[CH:15][CH:16]=[N:17]2. The catalyst class is: 65. (3) Reactant: [C:1]1([S:7]([N:10]2[C:14]3=[N:15][CH:16]=[C:17]([O:19][CH3:20])[CH:18]=[C:13]3[CH:12]=[C:11]2[C:21]([C:28]2[CH:33]=[CH:32][C:31]([C:34](=[O:36])[CH3:35])=[CH:30][CH:29]=2)=[CH:22][CH:23]2[CH2:27][CH2:26][CH2:25][CH2:24]2)(=[O:9])=[O:8])[CH:6]=[CH:5][CH:4]=[CH:3][CH:2]=1.[CH3:37][Mg]Cl. Product: [C:1]1([S:7]([N:10]2[C:14]3=[N:15][CH:16]=[C:17]([O:19][CH3:20])[CH:18]=[C:13]3[CH:12]=[C:11]2[C:21]([C:28]2[CH:29]=[CH:30][C:31]([C:34]([OH:36])([CH3:37])[CH3:35])=[CH:32][CH:33]=2)=[CH:22][CH:23]2[CH2:24][CH2:25][CH2:26][CH2:27]2)(=[O:9])=[O:8])[CH:2]=[CH:3][CH:4]=[CH:5][CH:6]=1. The catalyst class is: 7. (4) Reactant: [Cl:1][C:2]1[CH:16]=[C:15]([N+:17]([O-])=O)[CH:14]=[CH:13][C:3]=1[O:4][C:5]1[CH:6]=[C:7]([CH:10]=[CH:11][CH:12]=1)[C:8]#[N:9].[Cl-].[Ca+2].[Cl-]. The catalyst class is: 40. Product: [NH2:17][C:15]1[CH:14]=[CH:13][C:3]([O:4][C:5]2[CH:6]=[C:7]([CH:10]=[CH:11][CH:12]=2)[C:8]#[N:9])=[C:2]([Cl:1])[CH:16]=1.